Dataset: Peptide-MHC class I binding affinity with 185,985 pairs from IEDB/IMGT. Task: Regression. Given a peptide amino acid sequence and an MHC pseudo amino acid sequence, predict their binding affinity value. This is MHC class I binding data. (1) The peptide sequence is AFEFINSLLK. The MHC is HLA-A02:02 with pseudo-sequence HLA-A02:02. The binding affinity (normalized) is 0.204. (2) The peptide sequence is IILLILSCI. The MHC is HLA-A68:02 with pseudo-sequence HLA-A68:02. The binding affinity (normalized) is 0.544. (3) The peptide sequence is SLNSIFNTF. The MHC is HLA-B15:01 with pseudo-sequence HLA-B15:01. The binding affinity (normalized) is 0.926. (4) The peptide sequence is KTRMEDYYL. The MHC is HLA-B51:01 with pseudo-sequence HLA-B51:01. The binding affinity (normalized) is 0.0847. (5) The peptide sequence is VCIDILRSL. The MHC is HLA-A24:02 with pseudo-sequence HLA-A24:02. The binding affinity (normalized) is 0.129.